From a dataset of Reaction yield outcomes from USPTO patents with 853,638 reactions. Predict the reaction yield, written as a fraction of the theoretical maximum amount of product (1.0 means a 100% yield; for example, 0.34 means a 34% yield). (1) The reactants are [C:1]([CH2:4][C:5]1[C:13](C(O)=O)=[C:8]2[CH:9]=[CH:10][CH:11]=[CH:12][N:7]2[N:6]=1)([OH:3])=[O:2].OS(O)(=O)=O.[OH-].[Na+]. The catalyst is O. The product is [N:6]1[N:7]2[CH:12]=[CH:11][CH:10]=[CH:9][C:8]2=[CH:13][C:5]=1[CH2:4][C:1]([OH:3])=[O:2]. The yield is 0.860. (2) The reactants are F[C:2]1[N:7]2[CH:8]=[C:9]([CH2:11][N:12]3[C@H:25]4[C@H:16]([CH2:17][CH2:18][C:19]5[C:24]4=[N:23][CH:22]=[CH:21][CH:20]=5)[CH2:15][CH2:14][CH2:13]3)[N:10]=[C:6]2[CH:5]=[CH:4][CH:3]=1.[N:26]1[CH:31]=[CH:30][CH:29]=[CH:28][C:27]=1[N:32]1[CH2:37][CH2:36][NH:35][CH2:34][CH2:33]1. The catalyst is CS(C)=O. The product is [N:26]1[CH:31]=[CH:30][CH:29]=[CH:28][C:27]=1[N:32]1[CH2:33][CH2:34][N:35]([C:2]2[N:7]3[CH:8]=[C:9]([CH2:11][N:12]4[C@H:25]5[C@H:16]([CH2:17][CH2:18][C:19]6[C:24]5=[N:23][CH:22]=[CH:21][CH:20]=6)[CH2:15][CH2:14][CH2:13]4)[N:10]=[C:6]3[CH:5]=[CH:4][CH:3]=2)[CH2:36][CH2:37]1. The yield is 0.330. (3) The reactants are [C:1]([O:5][C:6]([N:8]1[CH2:20][C@@H:19]([CH3:21])[N:18]2[C:10](=[CH:11][C:12]3[C:17]2=[N:16][CH:15]=[C:14]([F:22])[CH:13]=3)[CH2:9]1)=[O:7])([CH3:4])([CH3:3])[CH3:2].C([BH3-])#N.[Na+]. The product is [C:1]([O:5][C:6]([N:8]1[CH2:20][C@@H:19]([CH3:21])[N:18]2[C@H:10]([CH2:11][C:12]3[C:17]2=[N:16][CH:15]=[C:14]([F:22])[CH:13]=3)[CH2:9]1)=[O:7])([CH3:4])([CH3:2])[CH3:3]. The catalyst is C(O)(=O)C. The yield is 0.940. (4) The reactants are [CH3:1][N:2]1[CH:11]=[C:10](B2OC(C)(C)C(C)(C)O2)[C:9]2[C:4](=[CH:5][CH:6]=[CH:7][CH:8]=2)[C:3]1=[O:21].[CH2:22]([C:24]1[O:25][C:26]2[C:32](I)=[CH:31][C:30]([S:34]([CH3:37])(=[O:36])=[O:35])=[CH:29][C:27]=2[CH:28]=1)[CH3:23].C([O-])([O-])=O.[Na+].[Na+]. The catalyst is O.O1CCOCC1.C1C=CC(P(C2C=CC=CC=2)[C-]2C=CC=C2)=CC=1.C1C=CC(P(C2C=CC=CC=2)[C-]2C=CC=C2)=CC=1.Cl[Pd]Cl.[Fe+2]. The product is [CH2:22]([C:24]1[O:25][C:26]2[C:32]([C:10]3[C:9]4[C:4](=[CH:5][CH:6]=[CH:7][CH:8]=4)[C:3](=[O:21])[N:2]([CH3:1])[CH:11]=3)=[CH:31][C:30]([S:34]([CH3:37])(=[O:36])=[O:35])=[CH:29][C:27]=2[CH:28]=1)[CH3:23]. The yield is 0.330. (5) The reactants are [CH3:1][O:2][C:3]1[CH:4]=[C:5]([CH2:9][CH2:10][NH:11][C:12]([C:14]2[S:15][CH:16]=[CH:17][CH:18]=2)=O)[CH:6]=[CH:7][CH:8]=1.P(Cl)(Cl)(Cl)=O. The catalyst is N. The product is [CH3:1][O:2][C:3]1[CH:4]=[C:5]2[C:6](=[CH:7][CH:8]=1)[C:12]([C:14]1[S:15][CH:16]=[CH:17][CH:18]=1)=[N:11][CH2:10][CH2:9]2. The yield is 0.960.